Dataset: Peptide-MHC class I binding affinity with 185,985 pairs from IEDB/IMGT. Task: Regression. Given a peptide amino acid sequence and an MHC pseudo amino acid sequence, predict their binding affinity value. This is MHC class I binding data. (1) The peptide sequence is FSFPQITLW. The MHC is HLA-A02:01 with pseudo-sequence HLA-A02:01. The binding affinity (normalized) is 0.149. (2) The peptide sequence is FSDGTWRDEY. The MHC is HLA-A01:01 with pseudo-sequence HLA-A01:01. The binding affinity (normalized) is 0.891. (3) The peptide sequence is DTDIVNNFI. The MHC is HLA-A02:03 with pseudo-sequence HLA-A02:03. The binding affinity (normalized) is 0.0877. (4) The peptide sequence is SDTQIPGVC. The MHC is HLA-B18:01 with pseudo-sequence HLA-B18:01. The binding affinity (normalized) is 0. (5) The peptide sequence is RAFIYSIMET. The MHC is HLA-A02:02 with pseudo-sequence HLA-A02:02. The binding affinity (normalized) is 0.593.